From a dataset of Full USPTO retrosynthesis dataset with 1.9M reactions from patents (1976-2016). Predict the reactants needed to synthesize the given product. (1) Given the product [Cl:1][C:2]1[CH:3]=[CH:4][C:5]([C:8](=[O:12])[CH:9]([S:10][CH3:11])[C:28](=[O:34])[C:29]([O:31][CH2:32][CH3:33])=[O:30])=[CH:6][CH:7]=1, predict the reactants needed to synthesize it. The reactants are: [Cl:1][C:2]1[CH:7]=[CH:6][C:5]([C:8](=[O:12])[CH2:9][S:10][CH3:11])=[CH:4][CH:3]=1.C[Si](C)(C)[N-][Si](C)(C)C.[Li+].N1([C:28](=[O:34])[C:29]([O:31][CH2:32][CH3:33])=[O:30])C=CN=C1. (2) Given the product [F:16][C:17]1[CH:22]=[CH:21][C:20]([F:23])=[CH:19][C:18]=1[CH2:24][C:25]([N:27]1[C:35]2[C:30](=[CH:31][C:32]([C:2]3[C:10]4[C:9]([NH2:11])=[N:8][CH:7]=[N:6][C:5]=4[N:4]([CH:12]4[CH2:15][O:14][CH2:13]4)[CH:3]=3)=[CH:33][CH:34]=2)[CH2:29][CH2:28]1)=[O:26], predict the reactants needed to synthesize it. The reactants are: Br[C:2]1[C:10]2[C:9]([NH2:11])=[N:8][CH:7]=[N:6][C:5]=2[N:4]([CH:12]2[CH2:15][O:14][CH2:13]2)[CH:3]=1.[F:16][C:17]1[CH:22]=[CH:21][C:20]([F:23])=[CH:19][C:18]=1[CH2:24][C:25]([N:27]1[C:35]2[C:30](=[CH:31][C:32](B3OC(C)(C)C(C)(C)O3)=[CH:33][CH:34]=2)[CH2:29][CH2:28]1)=[O:26].C([O-])(O)=O.[Na+]. (3) Given the product [C:1]([O:5][C:6](=[O:7])[NH:8][C@H:9]([C:11](=[O:13])[NH:43][C:40]1[CH:41]=[CH:42][C:37]([F:36])=[CH:38][C:39]=1[NH:44][C:45]1[CH:50]=[N:49][CH:48]=[CH:47][N:46]=1)[CH3:10])([CH3:2])([CH3:3])[CH3:4], predict the reactants needed to synthesize it. The reactants are: [C:1]([O:5][C:6]([NH:8][C@H:9]([C:11]([OH:13])=O)[CH3:10])=[O:7])([CH3:4])([CH3:3])[CH3:2].Cl.CN(C)CCCN=C=NCC.C1C=NC2N(O)N=NC=2C=1.[F:36][C:37]1[CH:38]=[C:39]([NH:44][C:45]2[CH:50]=[N:49][CH:48]=[CH:47][N:46]=2)[C:40]([NH2:43])=[CH:41][CH:42]=1.